From a dataset of Full USPTO retrosynthesis dataset with 1.9M reactions from patents (1976-2016). Predict the reactants needed to synthesize the given product. (1) Given the product [NH2:1][C:4]1[CH:9]=[CH:8][CH:7]=[CH:6][C:5]=1[N:10]1[CH2:15][CH2:14][CH:13]([C:16]([N:18]2[C:24]3[CH:25]=[CH:26][CH:27]=[CH:28][C:23]=3[CH2:22][N:21]3[CH:29]=[CH:30][CH:31]=[C:20]3[CH2:19]2)=[O:17])[CH2:12][CH2:11]1, predict the reactants needed to synthesize it. The reactants are: [N+:1]([C:4]1[CH:9]=[CH:8][CH:7]=[CH:6][C:5]=1[N:10]1[CH2:15][CH2:14][CH:13]([C:16]([N:18]2[C:24]3[CH:25]=[CH:26][CH:27]=[CH:28][C:23]=3[CH2:22][N:21]3[CH:29]=[CH:30][CH:31]=[C:20]3[CH2:19]2)=[O:17])[CH2:12][CH2:11]1)([O-])=O.CN(C=O)C. (2) Given the product [CH3:19][N:20]([C:36]1[N:37]=[C:38]([NH:46][CH2:47][CH2:48][CH3:49])[N:39]=[C:40]([NH:42][CH2:43][C:44]#[CH:45])[N:41]=1)[O:21][CH2:22][CH2:23][CH2:24][C:25]([F:30])([F:31])[C:26]([F:27])([F:29])[F:28], predict the reactants needed to synthesize it. The reactants are: ClC1N=C(NNCC#C)N=C(NNCCC)N=1.Cl.[CH3:19][NH:20][O:21][CH2:22][CH2:23][CH2:24][C:25]([F:31])([F:30])[C:26]([F:29])([F:28])[F:27].C(ON(C)[C:36]1[N:41]=[C:40]([NH:42][CH2:43][CH2:44][CH3:45])[N:39]=[C:38]([NH:46][CH2:47][C:48]#[CH:49])[N:37]=1)C. (3) Given the product [CH3:30][C:5]1[N:4]([CH:1]([CH3:3])[CH3:2])[C:8]([C:9]2[CH:14]=[CH:13][N:12]=[C:11]([NH:15][C:16]3[CH:17]=[CH:18][C:19]([C:20]([N:22]4[CH2:26][CH2:25][C@@H:24]([O:27][S:35]([CH3:34])(=[O:37])=[O:36])[CH2:23]4)=[O:21])=[CH:28][CH:29]=3)[N:10]=2)=[CH:7][N:6]=1, predict the reactants needed to synthesize it. The reactants are: [CH:1]([N:4]1[C:8]([C:9]2[CH:14]=[CH:13][N:12]=[C:11]([NH:15][C:16]3[CH:29]=[CH:28][C:19]([C:20]([N:22]4[CH2:26][CH2:25][C@@H:24]([OH:27])[CH2:23]4)=[O:21])=[CH:18][CH:17]=3)[N:10]=2)=[CH:7][N:6]=[C:5]1[CH3:30])([CH3:3])[CH3:2].C(Cl)Cl.[CH3:34][S:35](Cl)(=[O:37])=[O:36].O. (4) Given the product [CH3:26][C:16]1[CH:21]=[CH:20][C:19]([S:22]([O:1][C:2]2[C:11]3[C:10](=[O:12])[N:9]([CH3:13])[CH:8]=[N:7][C:6]=3[N:5]([CH3:14])[C:4](=[O:15])[CH:3]=2)(=[O:24])=[O:23])=[CH:18][CH:17]=1, predict the reactants needed to synthesize it. The reactants are: [OH:1][C:2]1[C:11]2[C:10](=[O:12])[N:9]([CH3:13])[CH:8]=[N:7][C:6]=2[N:5]([CH3:14])[C:4](=[O:15])[CH:3]=1.[C:16]1([CH3:26])[CH:21]=[CH:20][C:19]([S:22](Cl)(=[O:24])=[O:23])=[CH:18][CH:17]=1.C(N(CC)CC)C. (5) Given the product [C:1]([O:5][C:6]([C:8]([CH2:23][CH2:24][CH2:25][CH2:26][CH3:27])([CH2:16][C:17]([O:19][CH2:20][CH3:21])=[O:18])[C:9]([O:11][C:12]([CH3:13])([CH3:14])[CH3:15])=[O:10])=[O:7])([CH3:4])([CH3:2])[CH3:3], predict the reactants needed to synthesize it. The reactants are: [C:1]([O:5][C:6]([CH:8]([CH2:16][C:17]([O:19][CH2:20][CH3:21])=[O:18])[C:9]([O:11][C:12]([CH3:15])([CH3:14])[CH3:13])=[O:10])=[O:7])([CH3:4])([CH3:3])[CH3:2].I[CH2:23][CH2:24][CH2:25][CH2:26][CH3:27].[H-].[Na+].